This data is from Reaction yield outcomes from USPTO patents with 853,638 reactions. The task is: Predict the reaction yield, written as a fraction of the theoretical maximum amount of product (1.0 means a 100% yield; for example, 0.34 means a 34% yield). (1) The reactants are [Cl:1][C:2]1[CH:10]=[C:9]([S:11]([CH3:14])(=[O:13])=[O:12])[CH:8]=[CH:7][C:3]=1[C:4](O)=[O:5].C(OC(OC(C)(C)C)=O)(OC(C)(C)C)=O.C(=O)(O)[O-].[NH4+].[N:35]1C=CC=CC=1. The catalyst is C(#N)C. The product is [Cl:1][C:2]1[CH:10]=[C:9]([S:11]([CH3:14])(=[O:13])=[O:12])[CH:8]=[CH:7][C:3]=1[C:4]([NH2:35])=[O:5]. The yield is 0.840. (2) The catalyst is C1C=CC(/C=C/C(/C=C/C2C=CC=CC=2)=O)=CC=1.C1C=CC(/C=C/C(/C=C/C2C=CC=CC=2)=O)=CC=1.C1C=CC(/C=C/C(/C=C/C2C=CC=CC=2)=O)=CC=1.[Pd].[Pd]. The yield is 0.610. The product is [C:73]([N:69]1[C:70]2[C:66](=[CH:65][C:64]([CH2:63][CH2:62][N:56]3[CH2:61][CH2:60][N:59]([C:42]4[C:50]5[O:49][C:48]([C:51]([O:53][CH2:54][CH3:55])=[O:52])=[CH:47][C:46]=5[CH:45]=[CH:44][CH:43]=4)[CH2:58][CH2:57]3)=[CH:72][CH:71]=2)[CH2:67][CH2:68]1)(=[O:75])[CH3:74]. The reactants are C(=O)([O-])[O-].[Cs+].[Cs+].C1(P(C2CCCCC2)C2C=CC=CC=2C2C(C(C)C)=CC(C(C)C)=CC=2C(C)C)CCCCC1.Br[C:42]1[C:50]2[O:49][C:48]([C:51]([O:53][CH2:54][CH3:55])=[O:52])=[CH:47][C:46]=2[CH:45]=[CH:44][CH:43]=1.[N:56]1([CH2:62][CH2:63][C:64]2[CH:65]=[C:66]3[C:70](=[CH:71][CH:72]=2)[N:69]([C:73](=[O:75])[CH3:74])[CH2:68][CH2:67]3)[CH2:61][CH2:60][NH:59][CH2:58][CH2:57]1. (3) The reactants are [Br:1][C:2]1[S:3][C:4]2[CH:10]=[C:9]([CH2:11][OH:12])[CH:8]=[C:7]([F:13])[C:5]=2[N:6]=1. The catalyst is C1COCC1.[O-2].[Mn+4].[O-2]. The product is [Br:1][C:2]1[S:3][C:4]2[CH:10]=[C:9]([CH:11]=[O:12])[CH:8]=[C:7]([F:13])[C:5]=2[N:6]=1. The yield is 0.610. (4) The reactants are [CH3:1][C:2]1[CH:11]=[CH:10][C:9]2[C:4](=[CH:5][CH:6]=[CH:7][C:8]=2[N:12]2[CH2:17][CH2:16][N:15]([CH2:18][CH2:19][C:20]3[CH:25]=[CH:24][CH:23]=[C:22]([N+]([O-])=O)[CH:21]=3)[CH2:14][CH2:13]2)[N:3]=1.CC1C=CC2C(=CC=CC=2N2CCNCC2)N=1.CS(OCCC1C=CC=C([Br:59])C=1)(=O)=O. No catalyst specified. The product is [Br:59][C:22]1[CH:21]=[C:20]([CH2:19][CH2:18][N:15]2[CH2:14][CH2:13][N:12]([C:8]3[CH:7]=[CH:6][CH:5]=[C:4]4[C:9]=3[CH:10]=[CH:11][C:2]([CH3:1])=[N:3]4)[CH2:17][CH2:16]2)[CH:25]=[CH:24][CH:23]=1. The yield is 0.560. (5) The reactants are [N:1]1[CH:6]=[CH:5][CH:4]=[CH:3][C:2]=1[C:7]1[O:11][CH:10]=[N:9][CH:8]=1.[C:12]1([CH3:27])[CH:17]=[CH:16][CH:15]=[C:14]([CH2:18][CH2:19][CH2:20][CH2:21][CH2:22][CH2:23][C:24](O)=[O:25])[CH:13]=1. No catalyst specified. The product is [O:25]=[C:24]([C:10]1[O:11][C:7]([C:2]2[CH:3]=[CH:4][CH:5]=[CH:6][N:1]=2)=[CH:8][N:9]=1)[CH2:23][CH2:22][CH2:21][CH2:20][CH2:19][CH2:18][C:14]1[CH:13]=[C:12]([CH3:27])[CH:17]=[CH:16][CH:15]=1. The yield is 0.360. (6) The reactants are Cl[CH2:2][CH2:3][C@H:4]([C:6]1[CH:11]=[CH:10][CH:9]=[CH:8][CH:7]=1)[OH:5].[CH3:12][CH:13]([CH3:29])[C:14]([NH:16][C:17]1[CH:22]=[CH:21][CH:20]=[C:19]([CH:23]2[CH2:28][CH2:27][NH:26][CH2:25][CH2:24]2)[CH:18]=1)=[O:15].C(=O)([O-])[O-].[K+].[K+].[I-].[Na+]. The catalyst is O.CN(C=O)C. The product is [OH:5][C@@H:4]([C:6]1[CH:11]=[CH:10][CH:9]=[CH:8][CH:7]=1)[CH2:3][CH2:2][N:26]1[CH2:27][CH2:28][CH:23]([C:19]2[CH:18]=[C:17]([NH:16][C:14](=[O:15])[CH:13]([CH3:12])[CH3:29])[CH:22]=[CH:21][CH:20]=2)[CH2:24][CH2:25]1. The yield is 0.940.